Task: Predict the reaction yield, written as a fraction of the theoretical maximum amount of product (1.0 means a 100% yield; for example, 0.34 means a 34% yield).. Dataset: Reaction yield outcomes from USPTO patents with 853,638 reactions (1) The reactants are [NH2:1][C:2]1[S:6][C:5]([C:7]2[C:12]([F:13])=[CH:11][CH:10]=[CH:9][C:8]=2[F:14])=[N:4][C:3]=1[C:15]([NH:17][C:18]1[CH:19]=[N:20][N:21]([CH3:38])[C:22]=1[CH:23]1[O:28][CH2:27][C:26]([CH3:37])([CH2:29][NH:30]C(=O)C(F)(F)F)[CH2:25][O:24]1)=[O:16]. The catalyst is CO.C([O-])([O-])=O.[K+].[K+]. The product is [NH2:1][C:2]1[S:6][C:5]([C:7]2[C:8]([F:14])=[CH:9][CH:10]=[CH:11][C:12]=2[F:13])=[N:4][C:3]=1[C:15]([NH:17][C:18]1[CH:19]=[N:20][N:21]([CH3:38])[C:22]=1[CH:23]1[O:28][CH2:27][C:26]([CH2:29][NH2:30])([CH3:37])[CH2:25][O:24]1)=[O:16]. The yield is 0.0500. (2) The reactants are [N:1]([CH:4]1[CH2:10][CH2:9][CH:8]([C:11]2[N:12]([CH3:19])[N:13]=[CH:14][C:15]=2[N+:16]([O-:18])=[O:17])[O:7][CH2:6][C:5]1=[O:20])=[N+:2]=[N-:3].CCC(C)[BH-](C(C)CC)C(C)CC.[Li+].O. The catalyst is C1COCC1. The product is [N:1]([CH:4]1[CH2:10][CH2:9][CH:8]([C:11]2[N:12]([CH3:19])[N:13]=[CH:14][C:15]=2[N+:16]([O-:18])=[O:17])[O:7][CH2:6][CH:5]1[OH:20])=[N+:2]=[N-:3]. The yield is 0.580.